From a dataset of Catalyst prediction with 721,799 reactions and 888 catalyst types from USPTO. Predict which catalyst facilitates the given reaction. Reactant: [N+:1]([C:4]1[CH:18]=[CH:17][C:7]([O:8][C@H:9]2[CH2:13][CH2:12][N:11]([C:14](=[O:16])[CH3:15])[CH2:10]2)=[CH:6][CH:5]=1)([O-])=O.[H][H]. Product: [NH2:1][C:4]1[CH:18]=[CH:17][C:7]([O:8][C@H:9]2[CH2:13][CH2:12][N:11]([C:14](=[O:16])[CH3:15])[CH2:10]2)=[CH:6][CH:5]=1. The catalyst class is: 19.